From a dataset of Forward reaction prediction with 1.9M reactions from USPTO patents (1976-2016). Predict the product of the given reaction. Given the reactants Br[CH2:2][C:3]1[C:12](=[O:13])[C:11]2[C:6](=[CH:7][C:8]([Cl:14])=[CH:9][CH:10]=2)[N:5]([C:15]2[CH:20]=[CH:19][CH:18]=[CH:17][CH:16]=2)[CH:4]=1.[N-:21]=[N+:22]=[N-:23].[Na+], predict the reaction product. The product is: [N:21]([CH2:2][C:3]1[C:12](=[O:13])[C:11]2[C:6](=[CH:7][C:8]([Cl:14])=[CH:9][CH:10]=2)[N:5]([C:15]2[CH:20]=[CH:19][CH:18]=[CH:17][CH:16]=2)[CH:4]=1)=[N+:22]=[N-:23].